Dataset: Catalyst prediction with 721,799 reactions and 888 catalyst types from USPTO. Task: Predict which catalyst facilitates the given reaction. (1) Reactant: CC1C=CC(S(O[CH2:12][CH:13]2[O:18][C:17]3[CH:19]=[C:20]([O:23][S:24]([C:27]([F:30])([F:29])[F:28])(=[O:26])=[O:25])[CH:21]=[CH:22][C:16]=3[O:15][CH2:14]2)(=O)=O)=CC=1.[CH3:31][NH:32][CH2:33][CH2:34][CH3:35]. Product: [F:30][C:27]([F:28])([F:29])[S:24]([O:23][C:20]1[CH:21]=[CH:22][C:16]2[O:15][CH2:14][CH:13]([CH2:12][N:32]([CH3:31])[CH2:33][CH2:34][CH3:35])[O:18][C:17]=2[CH:19]=1)(=[O:25])=[O:26]. The catalyst class is: 10. (2) Reactant: O.[OH-].[Li+].[NH2:4][C:5]1[C:37]([C:38]([F:41])([F:40])[F:39])=[CH:36][C:8]([CH2:9][C@@H:10]([CH2:15][C:16](=[O:35])[N:17]2[CH2:22][CH2:21][CH:20]([N:23]3[CH2:29][CH2:28][C:27]4[CH:30]=[CH:31][CH:32]=[CH:33][C:26]=4[NH:25][C:24]3=[O:34])[CH2:19][CH2:18]2)[C:11]([O:13]C)=[O:12])=[CH:7][C:6]=1[C:42]([F:45])([F:44])[F:43].Cl. Product: [NH2:4][C:5]1[C:6]([C:42]([F:43])([F:44])[F:45])=[CH:7][C:8]([CH2:9][C@@H:10]([CH2:15][C:16](=[O:35])[N:17]2[CH2:22][CH2:21][CH:20]([N:23]3[CH2:29][CH2:28][C:27]4[CH:30]=[CH:31][CH:32]=[CH:33][C:26]=4[NH:25][C:24]3=[O:34])[CH2:19][CH2:18]2)[C:11]([OH:13])=[O:12])=[CH:36][C:37]=1[C:38]([F:41])([F:40])[F:39]. The catalyst class is: 90. (3) Reactant: Br[CH2:2][CH2:3][CH:4]([C:8]1[S:9][C:10]2[CH:17]=[C:16]([C:18]([F:21])([F:20])[F:19])[CH:15]=[CH:14][C:11]=2[C:12]=1[CH3:13])[CH2:5][CH2:6][CH3:7].C(=O)([O-])[O-].[Cs+].[Cs+].[CH2:28]([C:30]1[CH:35]=[C:34]([OH:36])[CH:33]=[CH:32][C:31]=1[O:37][CH2:38][C:39]([O:41][CH2:42][CH3:43])=[O:40])[CH3:29]. Product: [CH2:28]([C:30]1[CH:35]=[C:34]([O:36][CH2:2][CH2:3][CH:4]([C:8]2[S:9][C:10]3[CH:17]=[C:16]([C:18]([F:21])([F:20])[F:19])[CH:15]=[CH:14][C:11]=3[C:12]=2[CH3:13])[CH2:5][CH2:6][CH3:7])[CH:33]=[CH:32][C:31]=1[O:37][CH2:38][C:39]([O:41][CH2:42][CH3:43])=[O:40])[CH3:29]. The catalyst class is: 23. (4) Reactant: [C:1]([C:3]1[C:8]([CH3:9])=[CH:7][CH:6]=[CH:5][C:4]=1[S:10]([NH2:13])(=[O:12])=[O:11])#[N:2].[CH3:14][O:15][C:16](OC)(OC)[O:17][CH3:18]. Product: [C:1]([C:3]1[C:8]([CH3:9])=[CH:7][CH:6]=[CH:5][C:4]=1[S:10]([N:13]=[C:16]([O:17][CH3:18])[O:15][CH3:14])(=[O:12])=[O:11])#[N:2]. The catalyst class is: 5. (5) Reactant: [N:1]([CH2:4][C:5]1([OH:18])[CH2:10][CH2:9][N:8]([C:11]([O:13][C:14]([CH3:17])([CH3:16])[CH3:15])=[O:12])[CH2:7][CH2:6]1)=[N+:2]=[N-:3].[H-].[Na+].I[CH3:22]. Product: [N:1]([CH2:4][C:5]1([O:18][CH3:22])[CH2:6][CH2:7][N:8]([C:11]([O:13][C:14]([CH3:15])([CH3:17])[CH3:16])=[O:12])[CH2:9][CH2:10]1)=[N+:2]=[N-:3]. The catalyst class is: 253.